From a dataset of Reaction yield outcomes from USPTO patents with 853,638 reactions. Predict the reaction yield, written as a fraction of the theoretical maximum amount of product (1.0 means a 100% yield; for example, 0.34 means a 34% yield). (1) The reactants are Br[C:2]1[N:6]2[N:7]=[C:8]([Cl:11])[CH:9]=[CH:10][C:5]2=[N:4][CH:3]=1.[C:12]([C:14]1[CH:15]=[C:16](B(O)O)[CH:17]=[CH:18][CH:19]=1)#[N:13].C([O-])([O-])=O.[K+].[K+]. The catalyst is O1CCOCC1.O.C1C=CC([P]([Pd]([P](C2C=CC=CC=2)(C2C=CC=CC=2)C2C=CC=CC=2)([P](C2C=CC=CC=2)(C2C=CC=CC=2)C2C=CC=CC=2)[P](C2C=CC=CC=2)(C2C=CC=CC=2)C2C=CC=CC=2)(C2C=CC=CC=2)C2C=CC=CC=2)=CC=1. The product is [Cl:11][C:8]1[CH:9]=[CH:10][C:5]2[N:6]([C:2]([C:18]3[CH:19]=[C:14]([CH:15]=[CH:16][CH:17]=3)[C:12]#[N:13])=[CH:3][N:4]=2)[N:7]=1. The yield is 0.550. (2) The reactants are [OH:1][C:2]([C@@H:4]1[CH:19]=[C:18]2[C@@H:8]([CH2:9][C:10]3[C:20]4[C:13](=[CH:14][CH:15]=[CH:16][C:17]2=4)[NH:12][CH:11]=3)[N:6]([CH3:7])[CH2:5]1)=O.[C:21](C1NC=CN=1)([C:23]1[NH:24][CH:25]=[CH:26]N=1)=O.C(NCC)C. The catalyst is CN(C)C=O. The product is [CH2:23]([N:24]([CH2:25][CH3:26])[C:2]([C@@H:4]1[CH:19]=[C:18]2[C@@H:8]([CH2:9][C:10]3[C:20]4[C:13](=[CH:14][CH:15]=[CH:16][C:17]2=4)[NH:12][CH:11]=3)[N:6]([CH3:7])[CH2:5]1)=[O:1])[CH3:21]. The yield is 0.750. (3) The reactants are [CH3:1][O:2][C:3]([CH:5]1[CH2:8][N:7]([C:9]2[CH:14]=[CH:13][C:12]([CH:15]=[N:16][OH:17])=[CH:11][CH:10]=2)[CH2:6]1)=[O:4].ClN1C(=O)CCC1=O.C(=O)([O-])O.[K+].[Cl:31][C:32]1[CH:37]=[C:36]([C:38]([C:40]([F:43])([F:42])[F:41])=[CH2:39])[CH:35]=[C:34]([Cl:44])[C:33]=1[Cl:45]. The product is [CH3:1][O:2][C:3]([CH:5]1[CH2:8][N:7]([C:9]2[CH:14]=[CH:13][C:12]([C:15]3[CH2:39][C:38]([C:36]4[CH:35]=[C:34]([Cl:44])[C:33]([Cl:45])=[C:32]([Cl:31])[CH:37]=4)([C:40]([F:43])([F:42])[F:41])[O:17][N:16]=3)=[CH:11][CH:10]=2)[CH2:6]1)=[O:4]. The catalyst is CN(C=O)C. The yield is 0.330. (4) The reactants are COC(=O)[C:4]([C:20]#[N:21])([CH:13]([CH:17]([CH3:19])[CH3:18])[CH2:14][CH2:15][CH3:16])[CH2:5][C:6]([O:8][C:9]([CH3:12])([CH3:11])[CH3:10])=[O:7].[Na+].[Cl-].O. The catalyst is CS(C)=O.[Cl-].[Na+].O. The product is [C:9]([O:8][C:6](=[O:7])[CH2:5][CH:4]([C:20]#[N:21])[CH:13]([CH:17]([CH3:18])[CH3:19])[CH2:14][CH2:15][CH3:16])([CH3:10])([CH3:12])[CH3:11]. The yield is 0.750. (5) The yield is 0.590. The reactants are [Br:1][C:2]1[CH:7]=[CH:6][C:5]([CH2:8][C:9]#[N:10])=[C:4]([F:11])[CH:3]=1.Br[CH2:13][CH2:14][CH2:15]Br.[H-].[Na+].[Cl-].[NH4+]. The catalyst is CCOCC.CS(C)=O. The product is [Br:1][C:2]1[CH:7]=[CH:6][C:5]([C:8]2([C:9]#[N:10])[CH2:15][CH2:14][CH2:13]2)=[C:4]([F:11])[CH:3]=1. (6) The reactants are [CH3:1][N:2]1[CH:6]=[CH:5][CH:4]=[C:3]1[CH2:7][CH2:8]CS([O-])(=O)=O.[C:14]1(=[O:24])[NH:18][C:17](=[O:19])[C:16]2=[CH:20][CH:21]=[CH:22][CH:23]=[C:15]12.[K].C(=O)([O-])[O-].[K+].[K+]. The catalyst is CN(C=O)C. The product is [CH3:1][N:2]1[CH:6]=[CH:5][CH:4]=[C:3]1[CH2:7][CH2:8][N:18]1[C:14](=[O:24])[C:15]2[C:16](=[CH:20][CH:21]=[CH:22][CH:23]=2)[C:17]1=[O:19]. The yield is 0.660.